The task is: Predict the product of the given reaction.. This data is from Forward reaction prediction with 1.9M reactions from USPTO patents (1976-2016). (1) Given the reactants [F:1][C:2]([F:45])([F:44])[C:3]1[CH:4]=[C:5]([CH:37]=[C:38]([C:40]([F:43])([F:42])[F:41])[CH:39]=1)[CH2:6][N:7]([CH2:15][C:16]1[CH:21]=[C:20]([C:22]([F:25])([F:24])[F:23])[CH:19]=[CH:18][C:17]=1[C:26]1[CH:31]=[C:30]([CH:32]([CH3:34])[CH3:33])[CH:29]=[CH:28][C:27]=1[O:35][CH3:36])[C:8]1[N:13]=[CH:12][C:11]([OH:14])=[CH:10][CH:9]=1.[H-].[Na+].Br[CH2:49][CH2:50][CH2:51][C:52]([O:54][CH2:55][CH3:56])=[O:53].O, predict the reaction product. The product is: [F:42][C:40]([F:43])([F:41])[C:38]1[CH:37]=[C:5]([CH:4]=[C:3]([C:2]([F:1])([F:44])[F:45])[CH:39]=1)[CH2:6][N:7]([CH2:15][C:16]1[CH:21]=[C:20]([C:22]([F:25])([F:24])[F:23])[CH:19]=[CH:18][C:17]=1[C:26]1[CH:31]=[C:30]([CH:32]([CH3:33])[CH3:34])[CH:29]=[CH:28][C:27]=1[O:35][CH3:36])[C:8]1[N:13]=[CH:12][C:11]([O:14][CH2:49][CH2:50][CH2:51][C:52]([O:54][CH2:55][CH3:56])=[O:53])=[CH:10][CH:9]=1. (2) Given the reactants [OH:1][C:2]1[CH:3]=[CH:4][C:5]([C:8]2[O:9][C:10]3[CH:15]=[C:14]([O:16][CH2:17][C@@H:18]([NH:20][C:21](=[O:23])[CH3:22])[CH3:19])[N:13]=[CH:12][C:11]=3[N:24]=2)=[N:6][CH:7]=1.[N+](C1C=CC(S(O[CH2:38][C@H:39]2[CH2:41][C:40]2([F:43])[F:42])(=O)=O)=CC=1)([O-])=O.C(=O)([O-])[O-].[K+].[K+], predict the reaction product. The product is: [F:42][C:40]1([F:43])[CH2:41][C@@H:39]1[CH2:38][O:1][C:2]1[CH:3]=[CH:4][C:5]([C:8]2[O:9][C:10]3[CH:15]=[C:14]([O:16][CH2:17][C@@H:18]([NH:20][C:21](=[O:23])[CH3:22])[CH3:19])[N:13]=[CH:12][C:11]=3[N:24]=2)=[N:6][CH:7]=1. (3) The product is: [CH3:1][O:2][C:3]1[CH:8]=[CH:7][C:6]([S:9][C:11]2[N:16]=[C:15]([C:17]3[CH:29]=[CH:28][C:20]4[N:21]=[C:22]([NH:24][C:25](=[O:27])[CH3:26])[S:23][C:19]=4[CH:18]=3)[CH:14]=[CH:13][N:12]=2)=[CH:5][CH:4]=1. Given the reactants [CH3:1][O:2][C:3]1[CH:8]=[CH:7][C:6]([SH:9])=[CH:5][CH:4]=1.Cl[C:11]1[N:16]=[C:15]([C:17]2[CH:29]=[CH:28][C:20]3[N:21]=[C:22]([NH:24][C:25](=[O:27])[CH3:26])[S:23][C:19]=3[CH:18]=2)[CH:14]=[CH:13][N:12]=1, predict the reaction product. (4) Given the reactants C(OC(N=NC(OC(C)(C)C)=O)=O)(C)(C)C.C(P(CCCC)CCCC)CCC.[Cl:30][C:31]1[C:39]([F:40])=[CH:38][CH:37]=[C:36]2[C:32]=1[CH2:33][CH2:34][N:35]2[C@@H:41]([CH2:60][CH2:61]O)[C:42]([NH:44][C:45]1[CH:50]=[CH:49][C:48]([S:51](=[O:59])(=[O:58])[NH:52][C:53]2[S:54][CH:55]=[CH:56][N:57]=2)=[CH:47][N:46]=1)=[O:43].O, predict the reaction product. The product is: [Cl:30][C:31]1[C:39]([F:40])=[CH:38][CH:37]=[C:36]2[C:32]=1[CH2:33][CH2:34][N:35]2[C@H:41]1[CH2:60][CH2:61][N:44]([C:45]2[N:46]=[CH:47][C:48]([S:51]([NH:52][C:53]3[S:54][CH:55]=[CH:56][N:57]=3)(=[O:59])=[O:58])=[CH:49][CH:50]=2)[C:42]1=[O:43].